This data is from Catalyst prediction with 721,799 reactions and 888 catalyst types from USPTO. The task is: Predict which catalyst facilitates the given reaction. (1) Reactant: C([N:4]1[CH2:9][CH2:8][N:7]2[N:10]=[C:11]([NH:13][C:14]3[C:15](=[O:22])[N:16]([CH3:21])[CH:17]=[C:18]([Br:20])[CH:19]=3)[CH:12]=[C:6]2[CH2:5]1)(=O)C.[OH-].[Na+].C(O)C.C(OCC)(=O)C. Product: [Br:20][C:18]1[CH:19]=[C:14]([NH:13][C:11]2[CH:12]=[C:6]3[CH2:5][NH:4][CH2:9][CH2:8][N:7]3[N:10]=2)[C:15](=[O:22])[N:16]([CH3:21])[CH:17]=1. The catalyst class is: 6. (2) Reactant: [OH:1][C:2]1[CH:7]=[CH:6][C:5]([C:8]2([CH:12]([NH:17][C:18](=[O:24])[O:19][C:20]([CH3:23])([CH3:22])[CH3:21])[CH2:13][CH:14]([CH3:16])[CH3:15])[CH2:11][CH2:10][CH2:9]2)=[CH:4][CH:3]=1.C(=O)([O-])[O-].[Cs+].[Cs+].Br[CH2:32][C:33]([O:35][CH2:36][CH3:37])=[O:34]. Product: [C:20]([O:19][C:18]([NH:17][CH:12]([C:8]1([C:5]2[CH:6]=[CH:7][C:2]([O:1][CH2:32][C:33]([O:35][CH2:36][CH3:37])=[O:34])=[CH:3][CH:4]=2)[CH2:9][CH2:10][CH2:11]1)[CH2:13][CH:14]([CH3:16])[CH3:15])=[O:24])([CH3:22])([CH3:21])[CH3:23]. The catalyst class is: 39. (3) Reactant: [C:1]([N:4]1[C:13]2[C:8](=[CH:9][C:10]([C:14]#[N:15])=[CH:11][CH:12]=2)[C@H:7]([NH2:16])[C@@H:6]([CH3:17])[C@@H:5]1[CH:18]1[CH2:20][CH2:19]1)(=[O:3])[CH3:2].CC(C)([O-])C.[Na+].Br[C:28]1[CH:33]=[CH:32][CH:31]=[C:30]([CH2:34][O:35][Si:36]([C:39]([CH3:42])([CH3:41])[CH3:40])([CH3:38])[CH3:37])[N:29]=1. Product: [C:1]([N:4]1[C:13]2[C:8](=[CH:9][C:10]([C:14]#[N:15])=[CH:11][CH:12]=2)[C@H:7]([NH:16][C:28]2[CH:33]=[CH:32][CH:31]=[C:30]([CH2:34][O:35][Si:36]([C:39]([CH3:42])([CH3:41])[CH3:40])([CH3:37])[CH3:38])[N:29]=2)[C@@H:6]([CH3:17])[C@@H:5]1[CH:18]1[CH2:20][CH2:19]1)(=[O:3])[CH3:2]. The catalyst class is: 11. (4) Reactant: [S:1]1[C:5]([NH:6][C:7]2[CH:12]=[CH:11][C:10]([O:13][CH3:14])=[CH:9][CH:8]=2)=[N:4][N:3]2[CH:15]=[CH:16][N:17]=[C:2]12.[I:18]N1C(=O)CCC1=O. Product: [I:18][C:15]1[N:3]2[C:2]([S:1][C:5]([NH:6][C:7]3[CH:12]=[CH:11][C:10]([O:13][CH3:14])=[CH:9][CH:8]=3)=[N:4]2)=[N:17][CH:16]=1. The catalyst class is: 9. (5) Reactant: [NH:1]1[CH2:7][CH2:6][CH2:5][CH2:4][C:3]2[CH:8]=[CH:9][CH:10]=[CH:11][C:2]1=2.C(N(CC)CC)C.[F:19][C:20]1[C:25]([N:26]2[C:34](=[O:35])[C:33]3[C:28](=[CH:29][CH:30]=[CH:31][CH:32]=3)[C:27]2=[O:36])=[CH:24][C:23]([S:37](Cl)(=[O:39])=[O:38])=[C:22]([O:41][CH3:42])[CH:21]=1.O. Product: [F:19][C:20]1[C:25]([N:26]2[C:34](=[O:35])[C:33]3[C:28](=[CH:29][CH:30]=[CH:31][CH:32]=3)[C:27]2=[O:36])=[CH:24][C:23]([S:37]([N:1]2[C:2]3[CH:11]=[CH:10][CH:9]=[CH:8][C:3]=3[CH2:4][CH2:5][CH2:6][CH2:7]2)(=[O:38])=[O:39])=[C:22]([O:41][CH3:42])[CH:21]=1. The catalyst class is: 143. (6) Reactant: [Cl:1][C:2]1[CH:13]=[C:12]([C:14]([F:17])([F:16])[F:15])[CH:11]=[C:10]([Cl:18])[C:3]=1[CH2:4][CH:5]([C:8]#[N:9])[C:6]#[N:7].[H-].[Na+].Br[CH2:22][CH2:23][C:24]([F:27])([F:26])[F:25]. Product: [Cl:1][C:2]1[CH:13]=[C:12]([C:14]([F:15])([F:16])[F:17])[CH:11]=[C:10]([Cl:18])[C:3]=1[CH2:4][C:5]([CH2:22][CH2:23][C:24]([F:27])([F:26])[F:25])([C:6]#[N:7])[C:8]#[N:9]. The catalyst class is: 9. (7) Reactant: [C:1]([O:5][C:6]([N:8]1[CH2:13][CH2:12][C:11]([C:16]2[CH:21]=[CH:20][C:19]([Br:22])=[CH:18][CH:17]=2)([C:14]#N)[CH2:10][CH2:9]1)=[O:7])([CH3:4])([CH3:3])[CH3:2].CC(C[AlH]CC(C)C)C.[CH3:32][OH:33]. Product: [C:1]([O:5][C:6]([N:8]1[CH2:13][CH2:12][C:11]([C:16]2[CH:21]=[CH:20][C:19]([Br:22])=[CH:18][CH:17]=2)([CH2:14][CH:32]=[O:33])[CH2:10][CH2:9]1)=[O:7])([CH3:4])([CH3:3])[CH3:2]. The catalyst class is: 4.